This data is from NCI-60 drug combinations with 297,098 pairs across 59 cell lines. The task is: Regression. Given two drug SMILES strings and cell line genomic features, predict the synergy score measuring deviation from expected non-interaction effect. (1) Drug 1: C1CC(=O)NC(=O)C1N2CC3=C(C2=O)C=CC=C3N. Drug 2: C1=NC2=C(N1)C(=S)N=CN2. Cell line: NCI-H522. Synergy scores: CSS=26.0, Synergy_ZIP=-6.46, Synergy_Bliss=-4.70, Synergy_Loewe=-24.9, Synergy_HSA=-4.23. (2) Drug 1: CN1CCC(CC1)COC2=C(C=C3C(=C2)N=CN=C3NC4=C(C=C(C=C4)Br)F)OC. Drug 2: CN1C2=C(C=C(C=C2)N(CCCl)CCCl)N=C1CCCC(=O)O.Cl. Cell line: HS 578T. Synergy scores: CSS=6.96, Synergy_ZIP=1.43, Synergy_Bliss=12.3, Synergy_Loewe=4.85, Synergy_HSA=6.09. (3) Drug 1: CC1CCC2CC(C(=CC=CC=CC(CC(C(=O)C(C(C(=CC(C(=O)CC(OC(=O)C3CCCCN3C(=O)C(=O)C1(O2)O)C(C)CC4CCC(C(C4)OC)OCCO)C)C)O)OC)C)C)C)OC. Drug 2: C1=CN(C=N1)CC(O)(P(=O)(O)O)P(=O)(O)O. Cell line: A549. Synergy scores: CSS=18.5, Synergy_ZIP=-6.17, Synergy_Bliss=1.89, Synergy_Loewe=-20.8, Synergy_HSA=-0.133. (4) Drug 1: C1=C(C(=O)NC(=O)N1)F. Drug 2: C1C(C(OC1N2C=NC(=NC2=O)N)CO)O. Cell line: UACC62. Synergy scores: CSS=33.9, Synergy_ZIP=-6.60, Synergy_Bliss=-13.2, Synergy_Loewe=-12.2, Synergy_HSA=-11.8. (5) Drug 1: CNC(=O)C1=CC=CC=C1SC2=CC3=C(C=C2)C(=NN3)C=CC4=CC=CC=N4. Drug 2: CC1OCC2C(O1)C(C(C(O2)OC3C4COC(=O)C4C(C5=CC6=C(C=C35)OCO6)C7=CC(=C(C(=C7)OC)O)OC)O)O. Cell line: EKVX. Synergy scores: CSS=44.4, Synergy_ZIP=5.50, Synergy_Bliss=6.85, Synergy_Loewe=8.35, Synergy_HSA=8.25.